This data is from Forward reaction prediction with 1.9M reactions from USPTO patents (1976-2016). The task is: Predict the product of the given reaction. (1) Given the reactants Cl[C:2]1[N:3]=[CH:4][C:5]2[N:6]([CH3:21])[C:7](=[O:20])[C:8]3([CH2:19][CH2:18]3)[CH2:9][N:10]([CH:13]3[CH2:17][CH2:16][CH2:15][CH2:14]3)[C:11]=2[N:12]=1.[NH2:22][C:23]1[CH:39]=[CH:38][C:26]([C:27]([NH:29][CH:30]2[CH2:35][CH2:34][N:33]([CH2:36][CH3:37])[CH2:32][CH2:31]2)=[O:28])=[CH:25][C:24]=1[O:40][CH3:41].O.C1(C)C=CC(S(O)(=O)=O)=CC=1.CO, predict the reaction product. The product is: [CH:13]1([N:10]2[CH2:9][C:8]3([CH2:19][CH2:18]3)[C:7](=[O:20])[N:6]([CH3:21])[C:5]3[CH:4]=[N:3][C:2]([NH:22][C:23]4[CH:39]=[CH:38][C:26]([C:27]([NH:29][CH:30]5[CH2:31][CH2:32][N:33]([CH2:36][CH3:37])[CH2:34][CH2:35]5)=[O:28])=[CH:25][C:24]=4[O:40][CH3:41])=[N:12][C:11]2=3)[CH2:17][CH2:16][CH2:15][CH2:14]1. (2) The product is: [NH2:8][CH2:9][CH2:10][CH2:11][C@H:12]1[CH2:14][C@@:13]1([C:19]1[N:20]=[CH:21][N:22]([C:24]2[CH:29]=[CH:28][CH:27]=[CH:26][CH:25]=2)[CH:23]=1)[C:15]([OH:17])=[O:16]. Given the reactants C(OC([N:8](C(OC(C)(C)C)=O)[CH2:9][CH2:10][CH2:11][C@H:12]1[CH2:14][C@@:13]1([C:19]1[N:20]=[CH:21][N:22]([C:24]2[CH:29]=[CH:28][CH:27]=[CH:26][CH:25]=2)[CH:23]=1)[C:15]([O:17]C)=[O:16])=O)(C)(C)C, predict the reaction product. (3) Given the reactants [CH2:1]([O:3][C:4](=[O:14])[C:5]1[CH:10]=[C:9]([CH2:11]Br)[CH:8]=[C:7]([Br:13])[CH:6]=1)[CH3:2].[C:15]([O:19][C:20]([N:22]1[CH2:27][CH2:26][NH:25][CH2:24][CH2:23]1)=[O:21])([CH3:18])([CH3:17])[CH3:16], predict the reaction product. The product is: [C:15]([O:19][C:20]([N:22]1[CH2:27][CH2:26][N:25]([CH2:11][C:9]2[CH:10]=[C:5]([C:4]([O:3][CH2:1][CH3:2])=[O:14])[CH:6]=[C:7]([Br:13])[CH:8]=2)[CH2:24][CH2:23]1)=[O:21])([CH3:18])([CH3:16])[CH3:17]. (4) Given the reactants [Cl:1][C:2]1[CH:3]=[CH:4][C:5]([O:11][CH3:12])=[C:6]([CH2:8][C:9]#[N:10])[CH:7]=1.[Na].O.Cl.[CH:16](OCC)=[O:17], predict the reaction product. The product is: [Cl:1][C:2]1[CH:3]=[CH:4][C:5]([O:11][CH3:12])=[C:6]([CH:8]([CH:16]=[O:17])[C:9]#[N:10])[CH:7]=1. (5) Given the reactants [CH2:1]([O:3][C:4]([C:6]1[CH:7]=[N:8][N:9]([C:12]2[C:13]([Cl:19])=[N:14][CH:15]=[C:16](Br)[CH:17]=2)[C:10]=1[CH3:11])=[O:5])[CH3:2].[CH:20]1(B(O)O)[CH2:22][CH2:21]1.C(=O)([O-])[O-].[Na+].[Na+].[Cl-].[NH4+], predict the reaction product. The product is: [CH2:1]([O:3][C:4]([C:6]1[CH:7]=[N:8][N:9]([C:12]2[C:13]([Cl:19])=[N:14][CH:15]=[C:16]([CH:20]3[CH2:22][CH2:21]3)[CH:17]=2)[C:10]=1[CH3:11])=[O:5])[CH3:2]. (6) Given the reactants [C:1]([C:3]1[CH:8]=[CH:7][C:6]([CH2:9][CH2:10][C:11]([CH2:24][C:25]2[CH:30]=[C:29]([F:31])[C:28]([O:32][Si:33]([CH:40]([CH3:42])[CH3:41])([CH:37]([CH3:39])[CH3:38])[CH:34]([CH3:36])[CH3:35])=[C:27]([F:43])[CH:26]=2)(C(OCC=C)=O)[C:12]([O:14]CC=C)=[O:13])=[CH:5][CH:4]=1)#[N:2].C1(P(C2C=CC=CC=2)C2C=CC=CC=2)C=CC=CC=1.C(N(CC)CC)C.C(O)=O, predict the reaction product. The product is: [C:1]([C:3]1[CH:8]=[CH:7][C:6]([CH2:9][CH2:10][CH:11]([CH2:24][C:25]2[CH:26]=[C:27]([F:43])[C:28]([O:32][Si:33]([CH:34]([CH3:36])[CH3:35])([CH:37]([CH3:39])[CH3:38])[CH:40]([CH3:41])[CH3:42])=[C:29]([F:31])[CH:30]=2)[C:12]([OH:14])=[O:13])=[CH:5][CH:4]=1)#[N:2]. (7) Given the reactants [CH2:1]([S:4][C:5]1[CH:10]=[CH:9][CH:8]=[CH:7][CH:6]=1)[C:2]#[CH:3].Cl[C:12]([O:14][CH2:15][CH3:16])=[O:13], predict the reaction product. The product is: [CH2:15]([O:14][C:12](=[O:13])[C:3]#[C:2][CH2:1][S:4][C:5]1[CH:10]=[CH:9][CH:8]=[CH:7][CH:6]=1)[CH3:16]. (8) Given the reactants [C:9](O[C:9]([O:11][C:12]([CH3:15])([CH3:14])[CH3:13])=[O:10])([O:11][C:12]([CH3:15])([CH3:14])[CH3:13])=[O:10].[NH:16]1[C:24]2[C:19](=[CH:20][CH:21]=[CH:22][CH:23]=2)[CH2:18][CH2:17]1, predict the reaction product. The product is: [N:16]1([C:9]([O:11][C:12]([CH3:13])([CH3:14])[CH3:15])=[O:10])[C:24]2[C:19](=[CH:20][CH:21]=[CH:22][CH:23]=2)[CH2:18][CH2:17]1.